Task: Predict which catalyst facilitates the given reaction.. Dataset: Catalyst prediction with 721,799 reactions and 888 catalyst types from USPTO (1) Product: [NH2:1][C:4]1[CH:31]=[CH:30][C:7]([O:8][C:9]2[CH:14]=[CH:13][N:12]=[C:11]([NH:15][C:16]([N:18]3[CH2:19][CH2:20][CH:21]([CH2:24][N:25]4[CH2:29][CH2:28][CH2:27][CH2:26]4)[CH2:22][CH2:23]3)=[O:17])[CH:10]=2)=[CH:6][CH:5]=1. The catalyst class is: 312. Reactant: [N+:1]([C:4]1[CH:31]=[CH:30][C:7]([O:8][C:9]2[CH:14]=[CH:13][N:12]=[C:11]([NH:15][C:16]([N:18]3[CH2:23][CH2:22][CH:21]([CH2:24][N:25]4[CH2:29][CH2:28][CH2:27][CH2:26]4)[CH2:20][CH2:19]3)=[O:17])[CH:10]=2)=[CH:6][CH:5]=1)([O-])=O.CO. (2) Reactant: [CH3:1][O:2][NH:3][CH2:4][CH2:5][CH2:6][C:7]1[C:12]([Cl:13])=[CH:11][C:10]([Cl:14])=[CH:9][C:8]=1[Cl:15].C(N(CC)CC)C.[F:23][CH:24]([F:34])[C:25]1[C:29]([C:30](Cl)=[O:31])=[CH:28][N:27]([CH3:33])[N:26]=1. Product: [CH3:1][O:2][N:3]([CH2:4][CH2:5][CH2:6][C:7]1[C:8]([Cl:15])=[CH:9][C:10]([Cl:14])=[CH:11][C:12]=1[Cl:13])[C:30]([C:29]1[C:25]([CH:24]([F:34])[F:23])=[N:26][N:27]([CH3:33])[CH:28]=1)=[O:31]. The catalyst class is: 46. (3) Reactant: C[O:2][C:3]1[CH:20]=[CH:19][C:18]2[C:17]3[C:12](=[CH:13][CH:14]=[CH:15][CH:16]=3)[C:11]3[C:6](=[CH:7][CH:8]=[CH:9][C:10]=3[O:21]C)[C:5]=2[CH:4]=1.Cl.N1C=CC=CC=1. Product: [OH:2][C:3]1[CH:20]=[CH:19][C:18]2[C:17]3[C:12](=[CH:13][CH:14]=[CH:15][CH:16]=3)[C:11]3[C:6](=[CH:7][CH:8]=[CH:9][C:10]=3[OH:21])[C:5]=2[CH:4]=1. The catalyst class is: 6. (4) Product: [Cl:1][C:2]1[CH:7]=[C:6]([C:8]([F:11])([F:10])[F:9])[CH:5]=[C:4]([Cl:12])[C:3]=1[CH2:13][C:14]1[N:18]([CH3:17])[C:19]2[C:24]([NH2:25])=[CH:23][CH:22]=[CH:21][C:20]=2[N:26]=1. The catalyst class is: 11. Reactant: [Cl:1][C:2]1[CH:7]=[C:6]([C:8]([F:11])([F:10])[F:9])[CH:5]=[C:4]([Cl:12])[C:3]=1[CH2:13][C:14](O)=O.[CH3:17][NH:18][C:19]1[C:24]([NH2:25])=[CH:23][CH:22]=[CH:21][C:20]=1[NH2:26]. (5) Reactant: [CH2:1]([O:3][C:4](=[O:24])[CH2:5][CH2:6][C:7]1[CH:12]=[CH:11][C:10]([O:13][C:14]2[CH:19]=[C:18]([O:20]C)[CH:17]=[C:16]([F:22])[CH:15]=2)=[CH:9][C:8]=1[CH3:23])[CH3:2].B(Br)(Br)Br. Product: [CH2:1]([O:3][C:4](=[O:24])[CH2:5][CH2:6][C:7]1[CH:12]=[CH:11][C:10]([O:13][C:14]2[CH:19]=[C:18]([OH:20])[CH:17]=[C:16]([F:22])[CH:15]=2)=[CH:9][C:8]=1[CH3:23])[CH3:2]. The catalyst class is: 2.